Dataset: Forward reaction prediction with 1.9M reactions from USPTO patents (1976-2016). Task: Predict the product of the given reaction. (1) Given the reactants [OH:1][C:2]1[C:11]([CH2:12][OH:13])=[C:10]2[C:5]([C:6](=[O:24])[N:7]([C:17]3[CH:22]=[CH:21][C:20]([CH3:23])=[CH:19][CH:18]=3)[C:8]([CH:14]([CH3:16])[CH3:15])=[N:9]2)=[CH:4][CH:3]=1.[CH3:25][O:26][CH2:27][CH2:28]O, predict the reaction product. The product is: [OH:1][C:2]1[C:11]([CH2:12][O:13][CH2:28][CH2:27][O:26][CH3:25])=[C:10]2[C:5]([C:6](=[O:24])[N:7]([C:17]3[CH:18]=[CH:19][C:20]([CH3:23])=[CH:21][CH:22]=3)[C:8]([CH:14]([CH3:16])[CH3:15])=[N:9]2)=[CH:4][CH:3]=1. (2) Given the reactants [NH:1]1[CH2:4][CH:3]([CH:5]2[CH2:10][CH2:9][N:8]([C:11]([C:13]3[S:14][CH:15]=[CH:16][N:17]=3)=[O:12])[CH2:7][CH2:6]2)[CH2:2]1.[C:18]1([C:24]2[O:25][C:26]3[CH:32]=[C:31]([C:33](O)=[O:34])[CH:30]=[CH:29][C:27]=3[N:28]=2)[CH:23]=[CH:22][CH:21]=[CH:20][CH:19]=1.CCN(CC)CC.CN(C(ON1N=NC2C=CC=NC1=2)=[N+](C)C)C.F[P-](F)(F)(F)(F)F, predict the reaction product. The product is: [C:18]1([C:24]2[O:25][C:26]3[CH:32]=[C:31]([C:33]([N:1]4[CH2:2][CH:3]([CH:5]5[CH2:6][CH2:7][N:8]([C:11]([C:13]6[S:14][CH:15]=[CH:16][N:17]=6)=[O:12])[CH2:9][CH2:10]5)[CH2:4]4)=[O:34])[CH:30]=[CH:29][C:27]=3[N:28]=2)[CH:23]=[CH:22][CH:21]=[CH:20][CH:19]=1.